Dataset: Full USPTO retrosynthesis dataset with 1.9M reactions from patents (1976-2016). Task: Predict the reactants needed to synthesize the given product. Given the product [Cl:28][C:25]1[CH:26]=[CH:27][C:21]2[N:20]=[C:19]([CH2:18][CH:15]3[CH2:16][CH2:17][N:12]([CH2:11][C:9]4[CH:10]=[C:3]5[C:4]([C:5]([NH2:35])=[N:6][C:33]([NH2:32])=[N:2]5)=[CH:7][CH:8]=4)[C:13](=[O:29])[CH2:14]3)[NH:23][C:22]=2[CH:24]=1, predict the reactants needed to synthesize it. The reactants are: Cl.[NH2:2][C:3]1[CH:10]=[C:9]([CH2:11][N:12]2[CH2:17][CH2:16][CH:15]([CH2:18][C:19]3[NH:23][C:22]4[CH:24]=[C:25]([Cl:28])[CH:26]=[CH:27][C:21]=4[N:20]=3)[CH2:14][C:13]2=[O:29])[CH:8]=[CH:7][C:4]=1[C:5]#[N:6].Cl.Cl[NH:32][CH:33]=O.[N:35]1C=CC=CC=1.